From a dataset of Full USPTO retrosynthesis dataset with 1.9M reactions from patents (1976-2016). Predict the reactants needed to synthesize the given product. (1) Given the product [CH2:31]1[O:30][C:27]2[CH:28]=[CH:29][C:24]([O:23][C:22]3[CH:21]=[CH:20][CH:19]=[C:18]([O:12][C:9]4[CH:8]=[C:6]5[O:7][CH2:3][O:4][C:5]5=[CH:11][C:10]=4[CH:40]=[CH:39][CH3:43])[C:17]=3[C:16]([O:15][CH2:13][CH3:14])=[O:37])=[CH:25][C:26]=2[O:32]1, predict the reactants needed to synthesize it. The reactants are: [H-].[Na+].[CH2:3]1[O:7][C:6]2[CH:8]=[C:9]([OH:12])[CH:10]=[CH:11][C:5]=2[O:4]1.[CH2:13]([O:15][C:16](=[O:37])[C:17]1[C:22]([O:23][C:24]2[CH:29]=[CH:28][C:27]3[O:30][CH2:31][O:32][C:26]=3[C:25]=2C=CC)=[CH:21][CH:20]=[CH:19][C:18]=1F)[CH3:14].O.[CH2:39]1[CH2:43]OC[CH2:40]1. (2) Given the product [CH3:1][O:2][C:3](=[O:10])[CH2:4][C:5]1([CH2:8][O:9][S:12]([CH3:11])(=[O:14])=[O:13])[CH2:7][CH2:6]1, predict the reactants needed to synthesize it. The reactants are: [CH3:1][O:2][C:3](=[O:10])[CH2:4][C:5]1([CH2:8][OH:9])[CH2:7][CH2:6]1.[CH3:11][S:12](Cl)(=[O:14])=[O:13].C(N(CC)CC)C.Cl. (3) Given the product [F:1][C:2]1[CH:7]=[CH:6][C:5](/[CH:60]=[CH:59]/[C:58]2[C:44]3[C:45](=[N:46][C:47]([C:49]4[CH:54]=[CH:53][C:52]([OH:55])=[CH:51][CH:50]=4)=[CH:48][C:43]=3[C:41]([N:38]3[CH2:37][CH2:36][NH:35][CH2:40][CH2:39]3)=[O:42])[NH:56][N:57]=2)=[CH:4][CH:3]=1, predict the reactants needed to synthesize it. The reactants are: [F:1][C:2]1[CH:7]=[CH:6][C:5](I)=[CH:4][CH:3]=1.[Na].[F-].C([N+](CCCC)(CCCC)CCCC)CCC.C(OC([N:35]1[CH2:40][CH2:39][N:38]([C:41]([C:43]2[C:44]3[C:58]([CH:59]=[CH2:60])=[N:57][N:56](C4CCCCO4)[C:45]=3[N:46]=[C:47]([C:49]3[CH:54]=[CH:53][C:52]([OH:55])=[CH:51][CH:50]=3)[CH:48]=2)=[O:42])[CH2:37][CH2:36]1)=O)(C)(C)C. (4) Given the product [C:1]([C@@H:3]1[CH2:7][N:6]([CH2:8][C:9]2[CH:14]=[CH:13][CH:12]=[CH:11][CH:10]=2)[CH2:5][C@@H:4]1[C:15]([OH:17])=[O:16])#[N:2], predict the reactants needed to synthesize it. The reactants are: [C:1]([C@H:3]1[CH2:7][N:6]([CH2:8][C:9]2[CH:14]=[CH:13][CH:12]=[CH:11][CH:10]=2)[CH2:5][C@H:4]1[C:15]([O:17]CC)=[O:16])#[N:2].[OH-].[K+].Cl. (5) Given the product [ClH:48].[CH:3]1([C:9]2[CH:18]=[C:17]3[C:12]([C:13]([CH3:47])=[CH:14][C:15](=[O:46])[N:16]3[CH2:19][CH2:20][N:21]3[CH2:26][CH2:25][CH:24]([NH:27][CH2:35][C:36]4[CH:45]=[CH:44][C:39]5[O:40][CH2:41][CH2:42][O:43][C:38]=5[CH:37]=4)[CH2:23][CH2:22]3)=[CH:11][CH:10]=2)[CH2:8][CH2:7][CH2:6][CH2:5][CH2:4]1, predict the reactants needed to synthesize it. The reactants are: CO.[CH:3]1([C:9]2[CH:18]=[C:17]3[C:12]([C:13]([CH3:47])=[CH:14][C:15](=[O:46])[N:16]3[CH2:19][CH2:20][N:21]3[CH2:26][CH2:25][CH:24]([N:27]([CH2:35][C:36]4[CH:45]=[CH:44][C:39]5[O:40][CH2:41][CH2:42][O:43][C:38]=5[CH:37]=4)C(=O)OC(C)(C)C)[CH2:23][CH2:22]3)=[CH:11][CH:10]=2)[CH2:8][CH2:7][CH2:6][CH2:5][CH2:4]1.[ClH:48].C(OCC)(=O)C. (6) The reactants are: CON(C)[C:4](=[O:20])[CH:5]([C:14]1[CH:19]=[CH:18][CH:17]=[CH:16][CH:15]=1)[CH2:6][C:7]1[CH:12]=[CH:11][C:10]([Cl:13])=[CH:9][CH:8]=1.[CH3:22][Mg]Br. Given the product [Cl:13][C:10]1[CH:11]=[CH:12][C:7]([CH2:6][CH:5]([C:14]2[CH:19]=[CH:18][CH:17]=[CH:16][CH:15]=2)[C:4](=[O:20])[CH3:22])=[CH:8][CH:9]=1, predict the reactants needed to synthesize it. (7) Given the product [CH3:3][C:2]([CH3:25])([CH:4]([OH:24])[CH:5]([N:19]1[CH:23]=[N:22][CH:21]=[N:20]1)[CH2:6][CH2:7][CH2:8][C:9]([CH3:10])([C:11]1[CH:12]=[CH:13][C:14]([F:17])=[CH:15][CH:16]=1)[CH3:18])[CH3:1], predict the reactants needed to synthesize it. The reactants are: [CH3:1][C:2]([CH3:25])([C:4](=[O:24])[CH:5]([N:19]1[CH:23]=[N:22][CH:21]=[N:20]1)[CH2:6][CH2:7][CH2:8][C:9]([CH3:18])([C:11]1[CH:16]=[CH:15][C:14]([F:17])=[CH:13][CH:12]=1)[CH3:10])[CH3:3].[BH4-].[Na+].O. (8) Given the product [C:1]1([CH3:13])[CH:6]=[C:5]([CH3:7])[CH:4]=[C:3]([CH3:8])[C:2]=1[CH2:9][C:10]1[N:15]([CH3:14])[C:16]2[C:21]([NH2:22])=[CH:20][CH:19]=[CH:18][C:17]=2[N:23]=1, predict the reactants needed to synthesize it. The reactants are: [C:1]1([CH3:13])[CH:6]=[C:5]([CH3:7])[CH:4]=[C:3]([CH3:8])[C:2]=1[CH2:9][C:10](O)=O.[CH3:14][NH:15][C:16]1[C:21]([NH2:22])=[CH:20][CH:19]=[CH:18][C:17]=1[NH2:23]. (9) The reactants are: [NH2:1][C:2]1[N:10]=[C:9]2[C:5]([N:6]=[CH:7][N:8]2[C@@H:11]2[O:20][C@H:19]([CH2:21][OH:22])[C@@H:17]([OH:18])[C@H:12]2[O:13][CH2:14][CH2:15][CH3:16])=[C:4](N)[N:3]=1.[C@@H]1(N2C3N=CN=C(N)C=3N=C2)O[C@H](CO)[C@@H](O)[C@H]1[OH:26].CS(C)=O.P([O-])([O-])([O-])=O.[Na+].[Na+].[Na+]. Given the product [CH2:14]([O:13][C@@H:12]1[C@H:17]([OH:18])[C@@H:19]([CH2:21][OH:22])[O:20][C@H:11]1[N:8]1[C:9]2[N:10]=[C:2]([NH2:1])[NH:3][C:4](=[O:26])[C:5]=2[N:6]=[CH:7]1)[CH2:15][CH3:16], predict the reactants needed to synthesize it. (10) The reactants are: [F:1][C:2]1[CH:3]=[C:4]([C:14]2[CH:15]=[C:16]3[C:22]([C:23]4[CH:24]=[N:25][N:26]([CH2:28][C:29]5[CH:34]=[CH:33][CH:32]=[C:31]([F:35])[CH:30]=5)[CH:27]=4)=[CH:21][N:20]([S:36]([C:39]4[CH:45]=[CH:44][C:42]([CH3:43])=[CH:41][CH:40]=4)(=[O:38])=[O:37])[C:17]3=[N:18][CH:19]=2)[CH:5]=[N:6][C:7]=1[N:8]1[CH2:13][CH2:12][NH:11][CH2:10][CH2:9]1.[CH3:46][C@H:47]1[CH2:49][O:48]1.CCN(C(C)C)C(C)C. Given the product [F:1][C:2]1[C:7]([N:8]2[CH2:13][CH2:12][N:11]([CH2:46][C@@H:47]([OH:48])[CH3:49])[CH2:10][CH2:9]2)=[N:6][CH:5]=[C:4]([C:14]2[CH:15]=[C:16]3[C:22]([C:23]4[CH:24]=[N:25][N:26]([CH2:28][C:29]5[CH:34]=[CH:33][CH:32]=[C:31]([F:35])[CH:30]=5)[CH:27]=4)=[CH:21][N:20]([S:36]([C:39]4[CH:45]=[CH:44][C:42]([CH3:43])=[CH:41][CH:40]=4)(=[O:37])=[O:38])[C:17]3=[N:18][CH:19]=2)[CH:3]=1, predict the reactants needed to synthesize it.